From a dataset of Catalyst prediction with 721,799 reactions and 888 catalyst types from USPTO. Predict which catalyst facilitates the given reaction. (1) Reactant: Cl.[CH:2]1([N:7]2[CH2:12][CH2:11][N:10]([C:13]3[CH:18]=[C:17]([NH:19][CH3:20])[CH:16]=[CH:15][N:14]=3)[CH2:9][CH2:8]2)[CH2:6][CH2:5][CH2:4][CH2:3]1.O=C(Cl)[O:23][C:24](Cl)(Cl)Cl.CCN(CC)CC.[NH:36]1[CH2:41][CH2:40][CH2:39][CH2:38][CH2:37]1. Product: [CH:2]1([N:7]2[CH2:8][CH2:9][N:10]([C:13]3[CH:18]=[C:17]([N:19]([CH3:20])[C:24]([N:36]4[CH2:41][CH2:40][CH2:39][CH2:38][CH2:37]4)=[O:23])[CH:16]=[CH:15][N:14]=3)[CH2:11][CH2:12]2)[CH2:3][CH2:4][CH2:5][CH2:6]1. The catalyst class is: 1. (2) Reactant: [C:1]1([C@@:7]([N:20]2[CH2:25][CH2:24][CH2:23][CH2:22][CH2:21]2)([CH3:19])[C:8]([O:10][C@@H:11]2[CH:16]3[CH2:17][CH2:18][N:13]([CH2:14][CH2:15]3)[CH2:12]2)=[O:9])[CH:6]=[CH:5][CH:4]=[CH:3][CH:2]=1.[O:26]([CH2:33][CH2:34][CH2:35][Br:36])[C:27]1[CH:32]=[CH:31][CH:30]=[CH:29][CH:28]=1. Product: [Br-:36].[O:26]([CH2:33][CH2:34][CH2:35][N+:13]12[CH2:18][CH2:17][CH:16]([CH2:15][CH2:14]1)[C@@H:11]([O:10][C:8](=[O:9])[C@:7]([C:1]1[CH:6]=[CH:5][CH:4]=[CH:3][CH:2]=1)([N:20]1[CH2:25][CH2:24][CH2:23][CH2:22][CH2:21]1)[CH3:19])[CH2:12]2)[C:27]1[CH:32]=[CH:31][CH:30]=[CH:29][CH:28]=1. The catalyst class is: 10. (3) Reactant: C(S[C:4](=S)[C:5]1[CH:10]=[CH:9][CH:8]=[C:7]([Cl:11])[C:6]=1[CH2:12][CH2:13][C:14]1[CH:19]=[C:18]([Br:20])[CH:17]=[CH:16][C:15]=1[O:21][CH3:22])C.Cl.[NH2:25][C@@H:26]1[CH2:31][CH2:30][CH2:29][CH2:28][C@H:27]1[NH2:32]. Product: [Br:20][C:18]1[CH:17]=[CH:16][C:15]([O:21][CH3:22])=[C:14]([CH2:13][CH2:12][C:6]2[C:7]([Cl:11])=[CH:8][CH:9]=[CH:10][C:5]=2[C:4]2[NH:32][CH:27]3[CH2:28][CH2:29][CH2:30][CH2:31][CH:26]3[N:25]=2)[CH:19]=1. The catalyst class is: 6. (4) Reactant: C([O:3][C:4](=[O:36])[CH2:5][C:6]1[C:7]2[CH:14]=[CH:13][C:12]([O:15][CH3:16])=[C:11]([S:17]([N:20]3[CH2:25][CH2:24][N:23]([C:26]4[CH:31]=[CH:30][C:29]([C:32]([F:35])([F:34])[F:33])=[CH:28][N:27]=4)[CH2:22][CH2:21]3)(=[O:19])=[O:18])[C:8]=2[S:9][CH:10]=1)C.[Li+].[OH-].FC(F)(F)C1C=CC(C2CCNCC=2)=CC=1. Product: [CH3:16][O:15][C:12]1[CH:13]=[CH:14][C:7]2[C:6]([CH2:5][C:4]([OH:36])=[O:3])=[CH:10][S:9][C:8]=2[C:11]=1[S:17]([N:20]1[CH2:25][CH2:24][N:23]([C:26]2[CH:31]=[CH:30][C:29]([C:32]([F:35])([F:34])[F:33])=[CH:28][N:27]=2)[CH2:22][CH2:21]1)(=[O:19])=[O:18]. The catalyst class is: 36. (5) Reactant: CC(C)=O.[F:5][C:6]1[CH:11]=[CH:10][CH:9]=[C:8]([F:12])[C:7]=1[N:13]1[C:18]2[N:19]=[C:20]([NH:38][CH2:39][C:40]3[NH:41][CH:42]=[CH:43][N:44]=3)[N:21]=[C:22]([C:23]3[CH:24]=[C:25]([CH:34]=[CH:35][C:36]=3[CH3:37])[C:26]([NH:28][C:29]3[S:30][CH:31]=[CH:32][N:33]=3)=[O:27])[C:17]=2[CH:16]=[CH:15][C:14]1=[O:45].[C:46]1([S:52]([OH:55])(=[O:54])=[O:53])[CH:51]=[CH:50][CH:49]=[CH:48][CH:47]=1. Product: [C:46]1([S:52]([OH:55])(=[O:54])=[O:53])[CH:51]=[CH:50][CH:49]=[CH:48][CH:47]=1.[F:5][C:6]1[CH:11]=[CH:10][CH:9]=[C:8]([F:12])[C:7]=1[N:13]1[C:18]2[N:19]=[C:20]([NH:38][CH2:39][C:40]3[NH:44][CH:43]=[CH:42][N:41]=3)[N:21]=[C:22]([C:23]3[CH:24]=[C:25]([CH:34]=[CH:35][C:36]=3[CH3:37])[C:26]([NH:28][C:29]3[S:30][CH:31]=[CH:32][N:33]=3)=[O:27])[C:17]=2[CH:16]=[CH:15][C:14]1=[O:45]. The catalyst class is: 6. (6) Reactant: [CH3:1][C:2]1([CH3:10])[CH2:9][C:7](=[O:8])[CH2:6][C:4](=[O:5])[CH2:3]1.[Br:11]Br. Product: [Br:11][CH:6]1[C:4](=[O:5])[CH2:3][C:2]([CH3:10])([CH3:1])[CH2:9][C:7]1=[O:8]. The catalyst class is: 52. (7) Reactant: ClC1SC(C2CCN(C(=O)CN3C4=NC=CC=C4N=C3)CC2)=NC=1C1C=C(C(C)(C)C)[N:28]=[C:27]([C:35]([CH3:38])([CH3:37])[CH3:36])[N:26]=1.[Cl:39][C:40]1[S:44][C:43]([CH:45]2[CH2:50][CH2:49][N:48]([C:51](=[O:63])[CH2:52][N:53]3[C:57]4[CH:58]=[CH:59][CH:60]=[CH:61][C:56]=4[NH:55][C:54]3=[O:62])[CH2:47][CH2:46]2)=[N:42][C:41]=1[C:64]1[CH:69]=[C:68]([C:70]([CH3:73])([CH3:72])[CH3:71])C(OC)=C(C(C)(C)C)C=1.C(N(C(C)C)CC)(C)C.CCN=C=NCCCN(C)C. Product: [Cl:39][C:40]1[S:44][C:43]([CH:45]2[CH2:46][CH2:47][N:48]([C:51](=[O:63])[CH2:52][N:53]3[C:57]4[CH:58]=[CH:59][CH:60]=[CH:61][C:56]=4[NH:55][C:54]3=[O:62])[CH2:49][CH2:50]2)=[N:42][C:41]=1[C:64]1[CH:69]=[C:68]([C:70]([CH3:73])([CH3:72])[CH3:71])[N:28]=[C:27]([C:35]([CH3:38])([CH3:37])[CH3:36])[N:26]=1. The catalyst class is: 726. (8) Reactant: [CH:1]1[CH:10]=[C:9]2[C:11]([O:13][C:14](=[O:15])[C:7]3=[C:8]2[C:3](=[CH:4][C:5]([N+:16]([O-:18])=[O:17])=[CH:6]3)[CH:2]=1)=O.[CH:19]1[C:28]2[C:23](=[CH:24][CH:25]=[CH:26][CH:27]=2)[CH:22]=[CH:21][C:20]=1[CH2:29][NH2:30]. The catalyst class is: 8. Product: [CH:19]1[C:28]2[C:23](=[CH:24][CH:25]=[CH:26][CH:27]=2)[CH:22]=[CH:21][C:20]=1[CH2:29][N:30]1[C:14](=[O:15])[C:7]2[CH:6]=[C:5]([N+:16]([O-:18])=[O:17])[CH:4]=[C:3]3[C:8]=2[C:9](=[CH:10][CH:1]=[CH:2]3)[C:11]1=[O:13].